Predict the reactants needed to synthesize the given product. From a dataset of Full USPTO retrosynthesis dataset with 1.9M reactions from patents (1976-2016). (1) Given the product [CH3:14][C:8]([O:7][C:6]1[CH:16]=[CH:17][CH:18]=[C:4]([CH2:3][CH2:2][NH:1][C:20]2[C:21](=[O:35])[N:22]([CH3:34])[C:23](=[O:33])[N:24]([CH2:26][CH2:27][CH2:28][C:29]([F:30])([F:31])[F:32])[N:25]=2)[CH:5]=1)([CH3:15])[C:9]([O:11][CH2:12][CH3:13])=[O:10], predict the reactants needed to synthesize it. The reactants are: [NH2:1][CH2:2][CH2:3][C:4]1[CH:5]=[C:6]([CH:16]=[CH:17][CH:18]=1)[O:7][C:8]([CH3:15])([CH3:14])[C:9]([O:11][CH2:12][CH3:13])=[O:10].Br[C:20]1[C:21](=[O:35])[N:22]([CH3:34])[C:23](=[O:33])[N:24]([CH2:26][CH2:27][CH2:28][C:29]([F:32])([F:31])[F:30])[N:25]=1.C(N(CC)CC)C. (2) Given the product [CH3:54][O:53][C:41]1[N:42]=[CH:32][C:33]([C:2]2[N:3]=[C:4]3[C:9](=[CH:10][CH:11]=2)[N:8]=[CH:7][C:6]2[CH:12]=[CH:13][C:14](=[O:27])[N:15]([C:16]4[CH:17]=[CH:18][C:19]([C:22]([CH3:25])([CH3:26])[C:23]#[N:24])=[CH:20][CH:21]=4)[C:5]3=2)=[CH:39][CH:40]=1, predict the reactants needed to synthesize it. The reactants are: Cl[C:2]1[N:3]=[C:4]2[C:9](=[CH:10][CH:11]=1)[N:8]=[CH:7][C:6]1[CH:12]=[CH:13][C:14](=[O:27])[N:15]([C:16]3[CH:21]=[CH:20][C:19]([C:22]([CH3:26])([CH3:25])[C:23]#[N:24])=[CH:18][CH:17]=3)[C:5]2=1.ClC1N=C2C(=CC=1)N=C[C:33]1[CH:39]=[CH:40][C:41](=[O:53])[N:42](C3C=CC=C(C(F)(F)F)C=3)[C:32]2=1.[CH3:54]C1(C)C(C)(C)OB(C2C=CC(N)=NC=2)O1.